From a dataset of Full USPTO retrosynthesis dataset with 1.9M reactions from patents (1976-2016). Predict the reactants needed to synthesize the given product. (1) Given the product [C:22]([C:23]1[CH:30]=[CH:29][C:26]([CH2:27][NH:28][C:5](=[O:7])[CH:4]([O:3][CH2:1][CH3:2])[N:8]2[CH:12]=[CH:11][C:10]([C:13]3[CH:18]=[CH:17][C:16]([O:19][CH3:20])=[CH:15][CH:14]=3)=[N:9]2)=[CH:25][CH:24]=1)#[N:21], predict the reactants needed to synthesize it. The reactants are: [CH2:1]([O:3][CH:4]([N:8]1[CH:12]=[CH:11][C:10]([C:13]2[CH:18]=[CH:17][C:16]([O:19][CH3:20])=[CH:15][CH:14]=2)=[N:9]1)[C:5]([OH:7])=O)[CH3:2].[NH2:21][CH2:22][C:23]1[CH:30]=[CH:29][C:26]([C:27]#[N:28])=[CH:25][CH:24]=1. (2) Given the product [Cl:1][C:2]1[CH:20]=[CH:19][C:5]2[N:6]([C:10]3[CH:15]=[C:14]([Cl:16])[CH:13]=[CH:12][C:11]=3[OH:17])[C:7](=[O:9])[NH:8][C:4]=2[CH:3]=1, predict the reactants needed to synthesize it. The reactants are: [Cl:1][C:2]1[CH:20]=[CH:19][C:5]2[N:6]([C:10]3[CH:15]=[C:14]([Cl:16])[CH:13]=[CH:12][C:11]=3[O:17]C)[C:7](=[O:9])[NH:8][C:4]=2[CH:3]=1.B(Br)(Br)Br.O. (3) Given the product [CH:21]1([CH2:20][NH:22][C:2]2[N:10]=[C:9]3[C:5]([N:6]=[CH:7][N:8]3[CH2:11][CH:12]3[CH2:17][CH2:16][O:15][CH2:14][CH2:13]3)=[C:4]([NH2:18])[N:3]=2)[CH2:16][CH2:17][CH2:12][CH2:13][CH2:14]1, predict the reactants needed to synthesize it. The reactants are: Cl[C:2]1[N:10]=[C:9]2[C:5]([N:6]=[CH:7][N:8]2[CH2:11][CH:12]2[CH2:17][CH2:16][O:15][CH2:14][CH2:13]2)=[C:4]([NH2:18])[N:3]=1.O.[C:20](#[N:22])[CH3:21]. (4) Given the product [Cl:27][C:7]1[CH:2]=[C:3]([Cl:9])[N:4]=[C:5]([N:21]2[CH2:22][CH2:23][O:24][CH2:25][C@@H:20]2[CH3:19])[N:6]=1, predict the reactants needed to synthesize it. The reactants are: Cl[C:2]1[C:3]([Cl:9])=[N:4][C:5](Cl)=[N:6][CH:7]=1.CCN(C(C)C)C(C)C.[CH3:19][C@H:20]1[CH2:25][O:24][CH2:23][CH2:22][NH:21]1.C(Cl)[Cl:27].